From a dataset of Forward reaction prediction with 1.9M reactions from USPTO patents (1976-2016). Predict the product of the given reaction. (1) Given the reactants [O:1]=[C:2]1[CH2:6][CH:5]([C:7]([OH:9])=[O:8])[CH2:4][N:3]1[C@@H:10]([C:12]1[CH:17]=[CH:16][CH:15]=[CH:14][CH:13]=1)[CH3:11], predict the reaction product. The product is: [O:1]=[C:2]1[CH2:6][CH:5]([C:7]([O:9][C:5]([CH3:7])([CH3:6])[CH3:4])=[O:8])[CH2:4][N:3]1[C@@H:10]([C:12]1[CH:13]=[CH:14][CH:15]=[CH:16][CH:17]=1)[CH3:11]. (2) The product is: [CH2:28]([O:30][CH2:31][CH2:32][NH:33][C:37](=[O:38])[O:27][CH2:26][CH2:25][CH2:24][C:14]1[CH:15]=[CH:16][C:17]([O:19][CH2:20][CH2:21][O:22][CH3:23])=[CH:18][C:13]=1[O:12][C:3]1[C:2]([Cl:1])=[CH:7][C:6]([C:8]([F:9])([F:11])[F:10])=[CH:5][N:4]=1)[CH3:29]. Given the reactants [Cl:1][C:2]1[C:3]([O:12][C:13]2[CH:18]=[C:17]([O:19][CH2:20][CH2:21][O:22][CH3:23])[CH:16]=[CH:15][C:14]=2[CH2:24][CH2:25][CH2:26][OH:27])=[N:4][CH:5]=[C:6]([C:8]([F:11])([F:10])[F:9])[CH:7]=1.[CH2:28]([O:30][CH2:31][CH2:32][NH2:33])[CH3:29].Cl.CN(C)[CH:37]=[O:38], predict the reaction product.